This data is from Full USPTO retrosynthesis dataset with 1.9M reactions from patents (1976-2016). The task is: Predict the reactants needed to synthesize the given product. Given the product [NH2:31][C:29]1[C:28]([F:32])=[CH:27][C:3]([O:4][C:5]2[CH:10]=[CH:9][N:8]=[C:7]([N:11]([C:19]([O:21][C:22]([CH3:25])([CH3:24])[CH3:23])=[O:20])[C:12]([O:14][C:15]([CH3:18])([CH3:17])[CH3:16])=[O:13])[C:6]=2[C:37]2[CH:36]=[N:35][N:34]([CH3:33])[CH:38]=2)=[C:2]([F:1])[CH:30]=1, predict the reactants needed to synthesize it. The reactants are: [F:1][C:2]1[CH:30]=[C:29]([NH2:31])[C:28]([F:32])=[CH:27][C:3]=1[O:4][C:5]1[CH:10]=[CH:9][N:8]=[C:7]([N:11]([C:19]([O:21][C:22]([CH3:25])([CH3:24])[CH3:23])=[O:20])[C:12]([O:14][C:15]([CH3:18])([CH3:17])[CH3:16])=[O:13])[C:6]=1I.[CH3:33][N:34]1[CH:38]=[C:37](B2OC(C)(C)C(C)(C)O2)[CH:36]=[N:35]1.C([O-])([O-])=O.[K+].[K+].